This data is from Reaction yield outcomes from USPTO patents with 853,638 reactions. The task is: Predict the reaction yield, written as a fraction of the theoretical maximum amount of product (1.0 means a 100% yield; for example, 0.34 means a 34% yield). (1) The reactants are [CH:1]12[CH2:10][CH:5]3[CH2:6][CH:7]([CH2:9][CH:3]([CH2:4]3)[CH:2]1[N:11]1[CH2:15][CH2:14][CH:13]([CH2:16][C:17]3[CH:22]=[CH:21][C:20](Br)=[CH:19][C:18]=3[Cl:24])[C:12]1=[O:25])[CH2:8]2.[OH:26][C:27]1[CH:32]=[CH:31][C:30](B(O)O)=[CH:29][CH:28]=1. No catalyst specified. The product is [CH:1]12[CH2:10][CH:5]3[CH2:6][CH:7]([CH2:9][CH:3]([CH2:4]3)[CH:2]1[N:11]1[CH2:15][CH2:14][CH:13]([CH2:16][C:17]3[CH:22]=[CH:21][C:20]([C:30]4[CH:31]=[CH:32][C:27]([OH:26])=[CH:28][CH:29]=4)=[CH:19][C:18]=3[Cl:24])[C:12]1=[O:25])[CH2:8]2. The yield is 0.720. (2) The reactants are Br[C:2]1[C:7]([Cl:8])=[CH:6][CH:5]=[CH:4][C:3]=1[Cl:9].[CH3:10][O:11][C:12]1[CH:17]=[CH:16][CH:15]=[CH:14][C:13]=1B(O)O.C(=O)([O-])[O-].[K+].[K+]. The catalyst is O1CCOCC1.O.CC1C(P(C2C(C)=CC=CC=2)C2C(C)=CC=CC=2)=CC=CC=1.CC1C(P(C2C(C)=CC=CC=2)C2C(C)=CC=CC=2)=CC=CC=1.Cl[Pd]Cl. The product is [CH3:10][O:11][C:12]1[C:13]([C:2]2[C:7]([Cl:8])=[CH:6][CH:5]=[CH:4][C:3]=2[Cl:9])=[CH:14][CH:15]=[CH:16][CH:17]=1. The yield is 0.490. (3) The reactants are [NH2:1][C:2]1[C:3]2[N:4]([C:8]([C@@H:21]3[CH2:29][CH2:28][C@@H:27]4[N:23]([C:24](=[O:30])[CH2:25][CH2:26]4)[CH2:22]3)=[N:9][C:10]=2[C:11]2[CH:20]=[CH:19][C:14]([C:15]([O:17]C)=[O:16])=[CH:13][CH:12]=2)[CH:5]=[CH:6][N:7]=1.[OH-].[Li+:32].CO.O. The catalyst is O1CCCC1. The product is [NH2:1][C:2]1[C:3]2[N:4]([C:8]([C@@H:21]3[CH2:29][CH2:28][C@@H:27]4[N:23]([C:24](=[O:30])[CH2:25][CH2:26]4)[CH2:22]3)=[N:9][C:10]=2[C:11]2[CH:12]=[CH:13][C:14]([C:15]([O-:17])=[O:16])=[CH:19][CH:20]=2)[CH:5]=[CH:6][N:7]=1.[Li+:32]. The yield is 1.00. (4) The reactants are C1(P(C2C=CC=CC=2)C2C=CC=CC=2)C=CC=CC=1.N(C(OC(C)C)=O)=NC([O-])=O.O[CH2:32][C@H:33]([CH2:37][C:38]1[CH:43]=[CH:42][C:41]2[O:44][CH2:45][O:46][C:40]=2[CH:39]=1)[C:34]([OH:36])=[O:35]. The catalyst is O1CCCC1. The product is [CH2:45]1[O:44][C:41]2[CH:42]=[CH:43][C:38]([CH2:37][C@H:33]3[CH2:32][O:35][C:34]3=[O:36])=[CH:39][C:40]=2[O:46]1. The yield is 0.722. (5) The catalyst is C(Cl)Cl.O. The product is [O:1]1[CH2:6][CH:5]=[C:4]([C:22]2[CH:43]=[CH:42][C:25]3[C:26]4[N:30]([CH2:31][CH2:32][O:33][C:24]=3[CH:23]=2)[CH:29]=[C:28]([C:34]2[N:35]([CH:39]([CH3:41])[CH3:40])[N:36]=[CH:37][N:38]=2)[N:27]=4)[CH2:3][CH2:2]1. The reactants are [O:1]1[CH2:6][CH:5]=[C:4](OS(C(F)(F)F)(=O)=O)[CH2:3][CH2:2]1.CC1(C)COB([C:22]2[CH:43]=[CH:42][C:25]3[C:26]4[N:30]([CH2:31][CH2:32][O:33][C:24]=3[CH:23]=2)[CH:29]=[C:28]([C:34]2[N:35]([CH:39]([CH3:41])[CH3:40])[N:36]=[CH:37][N:38]=2)[N:27]=4)OC1.C(=O)([O-])[O-].[Cs+].[Cs+].COCCOC. The yield is 0.390. (6) The reactants are S(Cl)([Cl:3])=O.[Br:5][C:6]1[CH:7]=[C:8]([CH2:12][C:13]([OH:15])=O)[CH:9]=[CH:10][CH:11]=1. The catalyst is C(Cl)Cl. The product is [Br:5][C:6]1[CH:7]=[C:8]([CH2:12][C:13]([Cl:3])=[O:15])[CH:9]=[CH:10][CH:11]=1. The yield is 0.960.